Task: Regression. Given a peptide amino acid sequence and an MHC pseudo amino acid sequence, predict their binding affinity value. This is MHC class II binding data.. Dataset: Peptide-MHC class II binding affinity with 134,281 pairs from IEDB The peptide sequence is QKFVDTILSENGVVA. The MHC is DRB1_0901 with pseudo-sequence DRB1_0901. The binding affinity (normalized) is 0.485.